Dataset: NCI-60 drug combinations with 297,098 pairs across 59 cell lines. Task: Regression. Given two drug SMILES strings and cell line genomic features, predict the synergy score measuring deviation from expected non-interaction effect. (1) Drug 1: C1CC(C1)(C(=O)O)C(=O)O.[NH2-].[NH2-].[Pt+2]. Drug 2: CC1=C2C(C(=O)C3(C(CC4C(C3C(C(C2(C)C)(CC1OC(=O)C(C(C5=CC=CC=C5)NC(=O)C6=CC=CC=C6)O)O)OC(=O)C7=CC=CC=C7)(CO4)OC(=O)C)O)C)OC(=O)C. Cell line: DU-145. Synergy scores: CSS=24.2, Synergy_ZIP=-2.20, Synergy_Bliss=3.65, Synergy_Loewe=-4.15, Synergy_HSA=2.68. (2) Drug 1: CC1=C(N=C(N=C1N)C(CC(=O)N)NCC(C(=O)N)N)C(=O)NC(C(C2=CN=CN2)OC3C(C(C(C(O3)CO)O)O)OC4C(C(C(C(O4)CO)O)OC(=O)N)O)C(=O)NC(C)C(C(C)C(=O)NC(C(C)O)C(=O)NCCC5=NC(=CS5)C6=NC(=CS6)C(=O)NCCC[S+](C)C)O. Drug 2: CN1C2=C(C=C(C=C2)N(CCCl)CCCl)N=C1CCCC(=O)O.Cl. Cell line: MOLT-4. Synergy scores: CSS=31.8, Synergy_ZIP=-9.27, Synergy_Bliss=-3.62, Synergy_Loewe=-1.77, Synergy_HSA=-1.39. (3) Drug 1: CC1C(C(CC(O1)OC2CC(CC3=C2C(=C4C(=C3O)C(=O)C5=C(C4=O)C(=CC=C5)OC)O)(C(=O)CO)O)N)O.Cl. Drug 2: C(CCl)NC(=O)N(CCCl)N=O. Cell line: MDA-MB-435. Synergy scores: CSS=24.0, Synergy_ZIP=-9.01, Synergy_Bliss=-7.93, Synergy_Loewe=-5.04, Synergy_HSA=-5.47. (4) Drug 1: COC1=NC(=NC2=C1N=CN2C3C(C(C(O3)CO)O)O)N. Drug 2: C1C(C(OC1N2C=NC(=NC2=O)N)CO)O. Cell line: LOX IMVI. Synergy scores: CSS=-7.86, Synergy_ZIP=7.87, Synergy_Bliss=12.6, Synergy_Loewe=-11.5, Synergy_HSA=-8.07. (5) Drug 1: CC12CCC3C(C1CCC2=O)CC(=C)C4=CC(=O)C=CC34C. Drug 2: CCC(=C(C1=CC=CC=C1)C2=CC=C(C=C2)OCCN(C)C)C3=CC=CC=C3.C(C(=O)O)C(CC(=O)O)(C(=O)O)O. Cell line: K-562. Synergy scores: CSS=55.9, Synergy_ZIP=0.106, Synergy_Bliss=-1.46, Synergy_Loewe=-7.76, Synergy_HSA=-4.22. (6) Drug 1: CCC1(CC2CC(C3=C(CCN(C2)C1)C4=CC=CC=C4N3)(C5=C(C=C6C(=C5)C78CCN9C7C(C=CC9)(C(C(C8N6C=O)(C(=O)OC)O)OC(=O)C)CC)OC)C(=O)OC)O.OS(=O)(=O)O. Drug 2: C(CN)CNCCSP(=O)(O)O. Cell line: OVCAR-4. Synergy scores: CSS=-0.0925, Synergy_ZIP=-0.139, Synergy_Bliss=-0.897, Synergy_Loewe=-1.59, Synergy_HSA=-1.01. (7) Drug 1: C1CCN(CC1)CCOC2=CC=C(C=C2)C(=O)C3=C(SC4=C3C=CC(=C4)O)C5=CC=C(C=C5)O. Drug 2: CN(C)C1=NC(=NC(=N1)N(C)C)N(C)C. Cell line: NCI/ADR-RES. Synergy scores: CSS=-3.44, Synergy_ZIP=1.71, Synergy_Bliss=-0.657, Synergy_Loewe=-4.82, Synergy_HSA=-4.43. (8) Drug 1: C1=NC(=NC(=O)N1C2C(C(C(O2)CO)O)O)N. Drug 2: CCC1(C2=C(COC1=O)C(=O)N3CC4=CC5=C(C=CC(=C5CN(C)C)O)N=C4C3=C2)O.Cl. Cell line: TK-10. Synergy scores: CSS=26.9, Synergy_ZIP=1.17, Synergy_Bliss=1.44, Synergy_Loewe=-28.0, Synergy_HSA=2.28.